This data is from Reaction yield outcomes from USPTO patents with 853,638 reactions. The task is: Predict the reaction yield, written as a fraction of the theoretical maximum amount of product (1.0 means a 100% yield; for example, 0.34 means a 34% yield). (1) The reactants are [C:1]([CH:5]1[CH2:13][C:12]2[C:7](=[CH:8][C:9]([N+:14]([O-:16])=[O:15])=[CH:10][CH:11]=2)[NH:6]1)([CH3:4])([CH3:3])[CH3:2].C(C1C(=O)C(Cl)=C(Cl)C(=O)C=1C#N)#N. The catalyst is O1CCOCC1. The product is [C:1]([C:5]1[NH:6][C:7]2[C:12]([CH:13]=1)=[CH:11][CH:10]=[C:9]([N+:14]([O-:16])=[O:15])[CH:8]=2)([CH3:4])([CH3:2])[CH3:3]. The yield is 0.800. (2) The reactants are [CH3:1][O:2][C:3]1[CH:8]=[CH:7][C:6]([N:9]([CH3:17])[CH2:10][CH:11]2[CH2:16]COCC2)=[CH:5][C:4]=1[NH2:18].[C:19]([N:27]=[C:28]=[S:29])(=[O:26])[C:20]1[CH:25]=[CH:24][CH:23]=[CH:22][CH:21]=1.[CH3:30][C:31](C)=[O:32]. No catalyst specified. The product is [C:19]([NH:27][C:28]([NH:18][C:4]1[CH:5]=[C:6]([N:9]([CH3:17])[CH:10]2[CH2:11][CH2:16][O:32][CH2:31][CH2:30]2)[CH:7]=[CH:8][C:3]=1[O:2][CH3:1])=[S:29])(=[O:26])[C:20]1[CH:25]=[CH:24][CH:23]=[CH:22][CH:21]=1. The yield is 0.560. (3) The reactants are FC(F)(F)C(O)=O.[C:8]([C:11]1[CH:16]=[CH:15][N:14]=[C:13]([CH2:17][CH2:18][C:19]2[C:24]([C:25]([F:28])([F:27])[F:26])=[CH:23][N:22]=[C:21]([NH:29][C:30]3[CH:35]=[CH:34][C:33]([CH:36]4[CH2:41][CH2:40][N:39](C(OC(C)(C)C)=O)[CH2:38][CH2:37]4)=[CH:32][CH:31]=3)[N:20]=2)[CH:12]=1)(=[O:10])[NH2:9]. The catalyst is C(Cl)Cl. The product is [NH:39]1[CH2:38][CH2:37][CH:36]([C:33]2[CH:34]=[CH:35][C:30]([NH:29][C:21]3[N:20]=[C:19]([CH2:18][CH2:17][C:13]4[CH:12]=[C:11]([CH:16]=[CH:15][N:14]=4)[C:8]([NH2:9])=[O:10])[C:24]([C:25]([F:28])([F:26])[F:27])=[CH:23][N:22]=3)=[CH:31][CH:32]=2)[CH2:41][CH2:40]1. The yield is 0.680.